From a dataset of Peptide-MHC class II binding affinity with 134,281 pairs from IEDB. Regression. Given a peptide amino acid sequence and an MHC pseudo amino acid sequence, predict their binding affinity value. This is MHC class II binding data. (1) The MHC is HLA-DQA10301-DQB10302 with pseudo-sequence HLA-DQA10301-DQB10302. The peptide sequence is MAVHQYTVALFLAVA. The binding affinity (normalized) is 0.416. (2) The peptide sequence is LGALLLWMGINARDRSIA. The MHC is DRB4_0101 with pseudo-sequence DRB4_0103. The binding affinity (normalized) is 0.764. (3) The peptide sequence is KKDQVVMTSLALVGAALK. The MHC is DRB1_0801 with pseudo-sequence DRB1_0801. The binding affinity (normalized) is 0.156. (4) The peptide sequence is GAGLLFSIMKNTTNT. The MHC is DRB1_1101 with pseudo-sequence DRB1_1101. The binding affinity (normalized) is 0.778. (5) The peptide sequence is GGNFAGGGFGMLLRK. The MHC is DRB1_0901 with pseudo-sequence DRB1_0901. The binding affinity (normalized) is 0.658. (6) The peptide sequence is RLKGVTCRPLKHKVE. The MHC is DRB1_0701 with pseudo-sequence DRB1_0701. The binding affinity (normalized) is 0.386. (7) The peptide sequence is ALEDDLLNRNNSFKP. The MHC is DRB1_0301 with pseudo-sequence DRB1_0301. The binding affinity (normalized) is 0.209. (8) The peptide sequence is FLDPASIAARGWAAH. The MHC is DRB3_0101 with pseudo-sequence DRB3_0101. The binding affinity (normalized) is 0.213. (9) The peptide sequence is EIGAVALDYPSGTSG. The MHC is HLA-DQA10501-DQB10402 with pseudo-sequence HLA-DQA10501-DQB10402. The binding affinity (normalized) is 0.347.